Regression. Given two drug SMILES strings and cell line genomic features, predict the synergy score measuring deviation from expected non-interaction effect. From a dataset of NCI-60 drug combinations with 297,098 pairs across 59 cell lines. (1) Drug 1: C1CN1C2=NC(=NC(=N2)N3CC3)N4CC4. Cell line: SNB-19. Drug 2: CC(C)NC(=O)C1=CC=C(C=C1)CNNC.Cl. Synergy scores: CSS=23.1, Synergy_ZIP=0.798, Synergy_Bliss=-7.20, Synergy_Loewe=-35.4, Synergy_HSA=-9.46. (2) Drug 1: CC1C(C(CC(O1)OC2CC(CC3=C2C(=C4C(=C3O)C(=O)C5=C(C4=O)C(=CC=C5)OC)O)(C(=O)CO)O)N)O.Cl. Drug 2: CC1OCC2C(O1)C(C(C(O2)OC3C4COC(=O)C4C(C5=CC6=C(C=C35)OCO6)C7=CC(=C(C(=C7)OC)O)OC)O)O. Cell line: SF-539. Synergy scores: CSS=57.9, Synergy_ZIP=12.4, Synergy_Bliss=12.4, Synergy_Loewe=9.57, Synergy_HSA=14.2. (3) Cell line: IGROV1. Synergy scores: CSS=35.7, Synergy_ZIP=-8.13, Synergy_Bliss=-5.41, Synergy_Loewe=-0.284, Synergy_HSA=1.30. Drug 2: C1C(C(OC1N2C=C(C(=O)NC2=O)F)CO)O. Drug 1: C1=C(C(=O)NC(=O)N1)N(CCCl)CCCl. (4) Drug 1: C1CC(=O)NC(=O)C1N2CC3=C(C2=O)C=CC=C3N. Drug 2: C1=CC(=CC=C1C#N)C(C2=CC=C(C=C2)C#N)N3C=NC=N3. Cell line: HCC-2998. Synergy scores: CSS=-6.33, Synergy_ZIP=0.741, Synergy_Bliss=-11.1, Synergy_Loewe=-9.62, Synergy_HSA=-12.8. (5) Drug 1: COC1=C(C=C2C(=C1)N=CN=C2NC3=CC(=C(C=C3)F)Cl)OCCCN4CCOCC4. Drug 2: C1CN(P(=O)(OC1)NCCCl)CCCl. Cell line: 786-0. Synergy scores: CSS=17.3, Synergy_ZIP=-4.87, Synergy_Bliss=0.633, Synergy_Loewe=-20.2, Synergy_HSA=0.219.